Task: Regression. Given two drug SMILES strings and cell line genomic features, predict the synergy score measuring deviation from expected non-interaction effect.. Dataset: NCI-60 drug combinations with 297,098 pairs across 59 cell lines (1) Drug 1: CCC1=CC2CC(C3=C(CN(C2)C1)C4=CC=CC=C4N3)(C5=C(C=C6C(=C5)C78CCN9C7C(C=CC9)(C(C(C8N6C)(C(=O)OC)O)OC(=O)C)CC)OC)C(=O)OC.C(C(C(=O)O)O)(C(=O)O)O. Drug 2: C1=CC(=C2C(=C1NCCNCCO)C(=O)C3=C(C=CC(=C3C2=O)O)O)NCCNCCO. Cell line: SF-539. Synergy scores: CSS=53.6, Synergy_ZIP=0.328, Synergy_Bliss=-1.94, Synergy_Loewe=-1.71, Synergy_HSA=0.890. (2) Drug 1: CS(=O)(=O)CCNCC1=CC=C(O1)C2=CC3=C(C=C2)N=CN=C3NC4=CC(=C(C=C4)OCC5=CC(=CC=C5)F)Cl. Drug 2: C1CCC(C(C1)N)N.C(=O)(C(=O)[O-])[O-].[Pt+4]. Cell line: NCI-H522. Synergy scores: CSS=20.3, Synergy_ZIP=-5.62, Synergy_Bliss=-0.518, Synergy_Loewe=-1.57, Synergy_HSA=0.711. (3) Drug 1: C#CCC(CC1=CN=C2C(=N1)C(=NC(=N2)N)N)C3=CC=C(C=C3)C(=O)NC(CCC(=O)O)C(=O)O. Drug 2: C1CC(=O)NC(=O)C1N2C(=O)C3=CC=CC=C3C2=O. Cell line: MALME-3M. Synergy scores: CSS=-6.98, Synergy_ZIP=4.58, Synergy_Bliss=2.98, Synergy_Loewe=-2.81, Synergy_HSA=-4.97. (4) Drug 1: CC1=C(C=C(C=C1)NC(=O)C2=CC=C(C=C2)CN3CCN(CC3)C)NC4=NC=CC(=N4)C5=CN=CC=C5. Synergy scores: CSS=20.4, Synergy_ZIP=-7.93, Synergy_Bliss=-3.23, Synergy_Loewe=-7.86, Synergy_HSA=-1.73. Drug 2: B(C(CC(C)C)NC(=O)C(CC1=CC=CC=C1)NC(=O)C2=NC=CN=C2)(O)O. Cell line: NCI-H322M.